This data is from Reaction yield outcomes from USPTO patents with 853,638 reactions. The task is: Predict the reaction yield, written as a fraction of the theoretical maximum amount of product (1.0 means a 100% yield; for example, 0.34 means a 34% yield). The reactants are [Br:1][C:2]1[CH:3]=[C:4]2[C@:15]3([N:20]=[C:19]([NH2:21])[CH2:18][O:17][CH2:16]3)[C:14]3[CH:13]=[C:12](Cl)[N:11]=[CH:10][C:9]=3[O:8][C:5]2=[CH:6][CH:7]=1.[CH3:23][O-:24].[Na+]. The catalyst is CS(C)=O. The product is [Br:1][C:2]1[CH:3]=[C:4]2[C@:15]3([N:20]=[C:19]([NH2:21])[CH2:18][O:17][CH2:16]3)[C:14]3[CH:13]=[C:12]([O:24][CH3:23])[N:11]=[CH:10][C:9]=3[O:8][C:5]2=[CH:6][CH:7]=1. The yield is 0.618.